This data is from Catalyst prediction with 721,799 reactions and 888 catalyst types from USPTO. The task is: Predict which catalyst facilitates the given reaction. (1) Reactant: [NH2:1][CH2:2][CH:3]1[CH2:8][CH2:7][CH2:6][N:5](C(OC(C)(C)C)=O)[CH2:4]1.N1C=CC=CC=1.[C:22](O[C:22]([C:24]([F:27])([F:26])[F:25])=[O:23])([C:24]([F:27])([F:26])[F:25])=[O:23]. Product: [F:25][C:24]([F:27])([F:26])[C:22]([NH:1][CH2:2][CH:3]1[CH2:8][CH2:7][CH2:6][NH:5][CH2:4]1)=[O:23]. The catalyst class is: 2. (2) Reactant: [C:1]([C:5]1[CH:24]=[CH:23][C:8]([C:9]([NH:11][C:12]2[S:13][C:14]([C:17]3[CH:22]=[CH:21][CH:20]=[CH:19][CH:18]=3)=[CH:15][N:16]=2)=[O:10])=[CH:7][C:6]=1[NH:25][C:26](=[O:30])[CH:27](Cl)[CH3:28])([CH3:4])([CH3:3])[CH3:2].[NH:31]1[CH2:36][CH2:35][O:34][CH2:33][CH2:32]1.C(N(CC)CC)C.[I-].[K+]. Product: [C:1]([C:5]1[CH:24]=[CH:23][C:8]([C:9]([NH:11][C:12]2[S:13][C:14]([C:17]3[CH:22]=[CH:21][CH:20]=[CH:19][CH:18]=3)=[CH:15][N:16]=2)=[O:10])=[CH:7][C:6]=1[NH:25][C:26](=[O:30])[CH:27]([N:31]1[CH2:36][CH2:35][O:34][CH2:33][CH2:32]1)[CH3:28])([CH3:4])([CH3:3])[CH3:2]. The catalyst class is: 18.